Predict the reactants needed to synthesize the given product. From a dataset of Full USPTO retrosynthesis dataset with 1.9M reactions from patents (1976-2016). (1) Given the product [CH2:13]([N:1]([CH2:21][CH2:17][CH3:18])[C:2]1[C:7]2[N:8]([CH3:12])[C:9](=[O:11])[NH:10][C:6]=2[CH:5]=[CH:4][N:3]=1)[CH2:14][CH3:15], predict the reactants needed to synthesize it. The reactants are: [NH2:1][C:2]1[C:7]2[N:8]([CH3:12])[C:9](=[O:11])[NH:10][C:6]=2[CH:5]=[CH:4][N:3]=1.[CH:13](=O)[CH2:14][CH3:15].[C:17](O)(=O)[CH3:18].[C:21](O[BH-](OC(=O)C)OC(=O)C)(=O)C.[Na+]. (2) Given the product [Cl:14][C:7]1[CH:6]=[CH:5][C:4]([C:1](=[O:3])[CH:2]=[CH:17][N:18]([CH3:20])[CH3:19])=[CH:9][C:8]=1[NH:10][C:11](=[O:13])[CH3:12], predict the reactants needed to synthesize it. The reactants are: [C:1]([C:4]1[CH:5]=[CH:6][C:7]([Cl:14])=[C:8]([NH:10][C:11](=[O:13])[CH3:12])[CH:9]=1)(=[O:3])[CH3:2].CO[CH:17](OC)[N:18]([CH3:20])[CH3:19]. (3) Given the product [C:12]1([S:18]([NH:6][C:5]2[CH:7]=[CH:8][C:2]([CH3:1])=[C:3]([N+:9]([O-:11])=[O:10])[CH:4]=2)(=[O:20])=[O:19])[CH:17]=[CH:16][CH:15]=[CH:14][CH:13]=1, predict the reactants needed to synthesize it. The reactants are: [CH3:1][C:2]1[CH:8]=[CH:7][C:5]([NH2:6])=[CH:4][C:3]=1[N+:9]([O-:11])=[O:10].[C:12]1([S:18](Cl)(=[O:20])=[O:19])[CH:17]=[CH:16][CH:15]=[CH:14][CH:13]=1. (4) Given the product [CH3:10][O:9][C:7](=[O:8])[C:6]1[CH:11]=[C:12]([O:14][CH2:35][CH2:34][CH2:33][CH2:32][CH2:31][CH2:30][CH2:29][CH2:28][CH2:27][CH2:26][CH2:25][CH2:24][CH2:23][CH2:22][C:21]([O:20][C:16]([CH3:17])([CH3:19])[CH3:18])=[O:37])[CH:13]=[C:4]([C:3]([O:2][CH3:1])=[O:15])[CH:5]=1, predict the reactants needed to synthesize it. The reactants are: [CH3:1][O:2][C:3](=[O:15])[C:4]1[CH:13]=[C:12]([OH:14])[CH:11]=[C:6]([C:7]([O:9][CH3:10])=[O:8])[CH:5]=1.[C:16]([O:20][C:21](=[O:37])[CH2:22][CH2:23][CH2:24][CH2:25][CH2:26][CH2:27][CH2:28][CH2:29][CH2:30][CH2:31][CH2:32][CH2:33][CH2:34][CH2:35]Br)([CH3:19])([CH3:18])[CH3:17].C([O-])([O-])=O.[K+].[K+].C(#N)C. (5) Given the product [CH2:1]([O:3][C:4](=[O:11])[C:5]([CH3:10])([CH3:9])[C:6]([NH:12][CH2:13][CH2:14][N:15]1[CH2:20][CH2:19][O:18][CH2:17][CH2:16]1)=[O:8])[CH3:2], predict the reactants needed to synthesize it. The reactants are: [CH2:1]([O:3][C:4](=[O:11])[C:5]([CH3:10])([CH3:9])[C:6]([OH:8])=O)[CH3:2].[NH2:12][CH2:13][CH2:14][N:15]1[CH2:20][CH2:19][O:18][CH2:17][CH2:16]1.CN1CCOCC1.CN(C(ON1N=NC2C=CC=CC1=2)=[N+](C)C)C.[B-](F)(F)(F)F. (6) Given the product [CH2:45]([C:42]1[CH:41]=[CH:40][C:39]([C:36]2[O:35][C:34]([C:31]3[CH:30]=[CH:29][C:28]([CH2:27][OH:26])=[CH:33][CH:32]=3)=[N:38][N:37]=2)=[CH:44][CH:43]=1)[CH:46]([CH3:48])[CH3:47], predict the reactants needed to synthesize it. The reactants are: [F-].C([N+](CCCC)(CCCC)CCCC)CCC.[Si]([O:26][CH2:27][C:28]1[CH:33]=[CH:32][C:31]([C:34]2[O:35][C:36]([C:39]3[CH:44]=[CH:43][C:42]([CH2:45][CH:46]([CH3:48])[CH3:47])=[CH:41][CH:40]=3)=[N:37][N:38]=2)=[CH:30][CH:29]=1)(C(C)(C)C)(C)C.C1COCC1. (7) Given the product [Cl:1][C:2]1[CH:3]=[C:4]([CH:9]2[C:18]3[C:13](=[CH:14][CH:15]=[CH:16][CH:17]=3)[CH2:12][CH:11]([NH:24][CH3:23])[CH2:10]2)[CH:5]=[CH:6][C:7]=1[Cl:8], predict the reactants needed to synthesize it. The reactants are: [Cl:1][C:2]1[CH:3]=[C:4]([CH:9]2[C:18]3[C:13](=[CH:14][CH:15]=[CH:16][CH:17]=3)[CH2:12][C:11](=O)[CH2:10]2)[CH:5]=[CH:6][C:7]=1[Cl:8].Cl.CN.[C:23]([BH3-])#[N:24].[Na+].